Predict the product of the given reaction. From a dataset of Forward reaction prediction with 1.9M reactions from USPTO patents (1976-2016). (1) Given the reactants Br[C:2]1[C:11]2[CH2:10][CH2:9][CH2:8][C@@H:7]([NH2:12])[C:6]=2[CH:5]=[N:4][CH:3]=1.[F:13][C:14]1[CH:19]=[C:18]([C:20]([F:23])([F:22])[F:21])[CH:17]=[CH:16][C:15]=1B(O)O, predict the reaction product. The product is: [F:13][C:14]1[CH:19]=[C:18]([C:20]([F:21])([F:22])[F:23])[CH:17]=[CH:16][C:15]=1[C:2]1[C:11]2[CH2:10][CH2:9][CH2:8][C@@H:7]([NH2:12])[C:6]=2[CH:5]=[N:4][CH:3]=1. (2) Given the reactants Cl.Cl.[NH:3]1[CH2:8][CH2:7][CH2:6][CH2:5][NH:4]1.C(=O)([O-])[O-].[Cs+].[Cs+].F[C:16]1[C:25]2[C:20](=[CH:21][CH:22]=[CH:23][CH:24]=2)[C:19]([C:26]#[N:27])=[CH:18][CH:17]=1, predict the reaction product. The product is: [N:3]1([C:16]2[C:25]3[C:20](=[CH:21][CH:22]=[CH:23][CH:24]=3)[C:19]([C:26]#[N:27])=[CH:18][CH:17]=2)[CH2:8][CH2:7][CH2:6][CH2:5][NH:4]1. (3) Given the reactants [OH:1][N:2]=[C:3](Cl)[C:4]1[CH:5]=[N:6][CH:7]=[N:8][CH:9]=1.[Cl:11][C:12]1[CH:17]=[CH:16][C:15]([C:18]#[CH:19])=[CH:14][CH:13]=1.N, predict the reaction product. The product is: [Cl:11][C:12]1[CH:17]=[CH:16][C:15]([C:18]2[O:1][N:2]=[C:3]([C:4]3[CH:5]=[N:6][CH:7]=[N:8][CH:9]=3)[CH:19]=2)=[CH:14][CH:13]=1. (4) Given the reactants [N+:1]([CH:4]1[CH2:9][CH2:8][CH2:7][CH2:6][C:5]1=[O:10])([O-:3])=[O:2].[CH3:11][OH:12], predict the reaction product. The product is: [CH3:11][O:12][C:5](=[O:10])[CH2:6][CH2:7][CH2:8][CH2:9][CH2:4][N+:1]([O-:3])=[O:2].